Task: Predict the reactants needed to synthesize the given product.. Dataset: Full USPTO retrosynthesis dataset with 1.9M reactions from patents (1976-2016) (1) Given the product [CH3:14][C:7]1([CH3:15])[C:6]2[C:10](=[CH:11][CH:12]=[C:4]([O:3][C:17]3[CH:24]=[CH:23][C:20]([C:21]#[N:22])=[CH:19][N:18]=3)[CH:5]=2)[C:9](=[O:13])[CH2:8]1, predict the reactants needed to synthesize it. The reactants are: [H-].[Na+].[OH:3][C:4]1[CH:5]=[C:6]2[C:10](=[CH:11][CH:12]=1)[C:9](=[O:13])[CH2:8][C:7]2([CH3:15])[CH3:14].Cl[C:17]1[CH:24]=[CH:23][C:20]([C:21]#[N:22])=[CH:19][N:18]=1. (2) Given the product [N:52]1[C:53]2[C:48](=[CH:47][C:46]([CH2:45][C:44]3[N:40]4[N:41]=[C:36]([C:31]5[CH:32]=[CH:33][C:34]([Cl:35])=[C:29]([Cl:28])[CH:30]=5)[CH:37]=[N:38][C:39]4=[N:42][N:43]=3)=[CH:55][CH:54]=2)[CH:49]=[CH:50][CH:51]=1, predict the reactants needed to synthesize it. The reactants are: C1(C2N=NC(NNC(=O)CC3C=C4C(=CC=3)N=CC=C4)=NC=2)C=CC=CC=1.[Cl:28][C:29]1[CH:30]=[C:31]([C:36]2[N:41]=[N:40][C:39]([NH:42][NH:43][C:44](=O)[CH2:45][C:46]3[CH:47]=[C:48]4[C:53](=[CH:54][CH:55]=3)[N:52]=[CH:51][CH:50]=[CH:49]4)=[N:38][CH:37]=2)[CH:32]=[CH:33][C:34]=1[Cl:35].